Dataset: Forward reaction prediction with 1.9M reactions from USPTO patents (1976-2016). Task: Predict the product of the given reaction. (1) Given the reactants [F:1][C:2]1[CH:15]=[CH:14][C:5]([CH2:6][C:7]2[C:8]([CH3:13])=[N:9][NH:10][C:11]=2[CH3:12])=[CH:4][CH:3]=1.[Cl:16][C:17]1[CH:18]=[C:19]([CH:22]=[CH:23][C:24]=1F)[C:20]#[N:21], predict the reaction product. The product is: [Cl:16][C:17]1[CH:18]=[C:19]([CH:22]=[CH:23][C:24]=1[N:10]1[C:11]([CH3:12])=[C:7]([CH2:6][C:5]2[CH:14]=[CH:15][C:2]([F:1])=[CH:3][CH:4]=2)[C:8]([CH3:13])=[N:9]1)[C:20]#[N:21]. (2) The product is: [Cl:21][C:6]1[CH:7]=[CH:8][C:9]2[CH2:1][CH2:2][CH2:3][C:4]=2[C:5]=1[OH:10]. Given the reactants [CH2:1]1[C:9]2[CH:8]=[CH:7][CH:6]=[C:5]([OH:10])[C:4]=2[CH2:3][CH2:2]1.C(NC(C)C)(C)C.S(Cl)([Cl:21])(=O)=O.O, predict the reaction product. (3) Given the reactants [C:1](O)(=O)C.[Cl:5][C:6]1[C:29]([Cl:30])=[CH:28][CH:27]=[CH:26][C:7]=1[CH2:8][C:9]1[C:10]([CH3:25])=[N:11][N:12]2[C:17](=[O:18])[CH:16]=[C:15]([C:19]3[CH:24]=[CH:23][N:22]=[CH:21][CH:20]=3)[NH:14][C:13]=12.[CH3:31][Si](C=[N+]=[N-])(C)C, predict the reaction product. The product is: [Cl:5][C:6]1[C:29]([Cl:30])=[CH:28][CH:27]=[CH:26][C:7]=1[CH2:8][C:9]1[C:13]2=[N:14][C:15]([C:19]3[CH:24]=[CH:23][N:22]=[CH:21][CH:20]=3)=[CH:16][C:17](=[O:18])[N:12]2[N:11]([CH3:1])[C:10]=1[CH3:25].[Cl:5][C:6]1[C:29]([Cl:30])=[CH:28][CH:27]=[CH:26][C:7]=1[CH2:8][C:9]1[C:10]([CH3:25])=[N:11][N:12]2[C:17]([O:18][CH3:31])=[CH:16][C:15]([C:19]3[CH:24]=[CH:23][N:22]=[CH:21][CH:20]=3)=[N:14][C:13]=12. (4) Given the reactants COC(=O)CC1C(C)=NN([CH2:11][C:12]2[CH:17]=[CH:16][C:15]([N+:18]([O-:20])=[O:19])=[CH:14][CH:13]=2)C=1C.[C:23]([O:27][C:28](=[O:39])[CH2:29][C:30]1[C:31]([CH2:37][CH3:38])=[N:32][NH:33][C:34]=1[CH2:35][CH3:36])([CH3:26])([CH3:25])[CH3:24], predict the reaction product. The product is: [C:23]([O:27][C:28](=[O:39])[CH2:29][C:30]1[C:34]([CH2:35][CH3:36])=[N:33][N:32]([CH2:11][C:12]2[CH:17]=[CH:16][C:15]([N+:18]([O-:20])=[O:19])=[CH:14][CH:13]=2)[C:31]=1[CH2:37][CH3:38])([CH3:25])([CH3:26])[CH3:24].